From a dataset of Reaction yield outcomes from USPTO patents with 853,638 reactions. Predict the reaction yield, written as a fraction of the theoretical maximum amount of product (1.0 means a 100% yield; for example, 0.34 means a 34% yield). (1) The product is [CH:39]1([CH2:38][N:13]2[C:12]3[CH:42]=[CH:43][C:9]([C:6]4[CH:7]=[CH:8][C:3]([C:1]#[N:2])=[CH:4][CH:5]=4)=[CH:10][C:11]=3[N:15]=[C:14]2[CH2:16][O:17][CH2:18][C:19]2([C:32]3[CH:37]=[CH:36][CH:35]=[CH:34][CH:33]=3)[CH2:24][CH2:23][N:22]([CH3:25])[CH2:21][CH2:20]2)[CH2:41][CH2:40]1. The catalyst is C(OCC)(=O)C. The yield is 0.500. The reactants are [C:1]([C:3]1[CH:8]=[CH:7][C:6]([C:9]2[CH:43]=[CH:42][C:12]3[N:13]([CH2:38][CH:39]4[CH2:41][CH2:40]4)[C:14]([CH2:16][O:17][CH2:18][C:19]4([C:32]5[CH:37]=[CH:36][CH:35]=[CH:34][CH:33]=5)[CH2:24][CH2:23][N:22]([C:25](OC(C)(C)C)=O)[CH2:21][CH2:20]4)=[N:15][C:11]=3[CH:10]=2)=[CH:5][CH:4]=1)#[N:2].C=O.C(O)=O. (2) The reactants are [OH-].[Na+].[N:3]1[CH:8]=[C:7]([C:9]([NH:11][C:12]2([C:15]([O:17]CC)=[O:16])[CH2:14][CH2:13]2)=[O:10])[CH:6]=[N:5][CH:4]=1.C(O)(=O)C. The catalyst is CO. The product is [N:3]1[CH:8]=[C:7]([C:9]([NH:11][C:12]2([C:15]([OH:17])=[O:16])[CH2:13][CH2:14]2)=[O:10])[CH:6]=[N:5][CH:4]=1. The yield is 1.00. (3) The reactants are [Cl-].O[NH3+:3].[C:4](=[O:7])([O-])[OH:5].[Na+].CS(C)=O.[CH2:13]([C:17]1[N:18]=[C:19]([CH:45]2[CH2:47][CH2:46]2)[N:20]([C:39]2[CH:44]=[CH:43][CH:42]=[CH:41][CH:40]=2)[C:21](=[O:38])[C:22]=1[CH2:23][C:24]1[CH:29]=[CH:28][C:27]([C:30]2[C:31]([C:36]#[N:37])=[CH:32][CH:33]=[CH:34][CH:35]=2)=[CH:26][CH:25]=1)[CH2:14][CH2:15][CH3:16]. The catalyst is C(OCC)(=O)C. The product is [CH2:13]([C:17]1[N:18]=[C:19]([CH:45]2[CH2:46][CH2:47]2)[N:20]([C:39]2[CH:44]=[CH:43][CH:42]=[CH:41][CH:40]=2)[C:21](=[O:38])[C:22]=1[CH2:23][C:24]1[CH:29]=[CH:28][C:27]([C:30]2[CH:35]=[CH:34][CH:33]=[CH:32][C:31]=2[C:36]2[NH:3][C:4](=[O:7])[O:5][N:37]=2)=[CH:26][CH:25]=1)[CH2:14][CH2:15][CH3:16]. The yield is 0.780. (4) The reactants are [O:1]=[C:2]1[CH:6]([O:7][C:8]2[CH:9]=[C:10]([CH:13]=[CH:14][CH:15]=2)[CH:11]=[O:12])[CH2:5][CH2:4][O:3]1.[CH3:16][OH:17]. The catalyst is CCOC(C)=O.O. The product is [CH:11]([C:10]1[CH:9]=[C:8]([CH:15]=[CH:14][CH:13]=1)[O:7][CH:6]([CH2:5][CH2:4][OH:3])[C:2]([O:17][CH3:16])=[O:1])=[O:12]. The yield is 0.310. (5) The reactants are [NH2:1][C:2]1[N:9]=[CH:8][CH:7]=[CH:6][C:3]=1[C:4]#[N:5].Br[CH2:11][C:12](=O)[C:13]([CH3:16])([CH3:15])[CH3:14]. The catalyst is C(O)C. The product is [C:13]([C:12]1[N:1]=[C:2]2[C:3]([C:4]#[N:5])=[CH:6][CH:7]=[CH:8][N:9]2[CH:11]=1)([CH3:16])([CH3:15])[CH3:14]. The yield is 0.330. (6) The reactants are Cl.[C:2]1([CH3:10])[CH:7]=[CH:6][C:5]([NH:8]N)=[CH:4][CH:3]=1.[C:11]([N:16]1[CH2:21][CH2:20][C:19](=O)[CH2:18][CH2:17]1)([O:13][CH2:14][CH3:15])=[O:12]. The catalyst is CCO. The product is [CH3:10][C:2]1[CH:7]=[CH:6][C:5]2[NH:8][C:19]3[CH2:20][CH2:21][N:16]([C:11]([O:13][CH2:14][CH3:15])=[O:12])[CH2:17][C:18]=3[C:4]=2[CH:3]=1. The yield is 0.860. (7) The reactants are C([O:3][C:4]([C:6]1[CH:7]=[N:8][C:9]([C:12]2[C:17]([F:18])=[CH:16][CH:15]=[CH:14][C:13]=2[F:19])=[CH:10][CH:11]=1)=[O:5])C.[OH-].[Na+]. The catalyst is CO. The product is [F:19][C:13]1[CH:14]=[CH:15][CH:16]=[C:17]([F:18])[C:12]=1[C:9]1[N:8]=[CH:7][C:6]([C:4]([OH:5])=[O:3])=[CH:11][CH:10]=1. The yield is 0.630. (8) The reactants are [C:1]1([C:7]2[CH:8]=[C:9]3[C:13](=[C:14]([C:16]([NH2:18])=[O:17])[CH:15]=2)[NH:12][CH:11]=[C:10]3[CH:19]2[CH2:24][CH2:23][NH:22][CH2:21][CH2:20]2)[CH:6]=[CH:5][CH:4]=[CH:3][CH:2]=1.C(N(CC)CC)C.[Cl:32][CH2:33][CH2:34][S:35](Cl)(=[O:37])=[O:36]. The catalyst is C(Cl)Cl. The product is [Cl:32][CH2:33][CH2:34][S:35]([N:22]1[CH2:23][CH2:24][CH:19]([C:10]2[C:9]3[C:13](=[C:14]([C:16]([NH2:18])=[O:17])[CH:15]=[C:7]([C:1]4[CH:2]=[CH:3][CH:4]=[CH:5][CH:6]=4)[CH:8]=3)[NH:12][CH:11]=2)[CH2:20][CH2:21]1)(=[O:37])=[O:36]. The yield is 0.320. (9) The reactants are Cl.O1CCOCC1.C(OC([NH:15][C:16]1[CH:17]=[N:18][CH:19]=[CH:20][C:21]=1[C@H:22]1[CH2:27][C@@H:26]([NH:28][C:29](=[O:35])[O:30][C:31]([CH3:34])([CH3:33])[CH3:32])[C@@H:25]([N:36]=[N+:37]=[N-:38])[C@@H:24]([CH3:39])[CH2:23]1)=O)(C)(C)C.CC(OC(OC(OC(C)(C)C)=O)=O)(C)C. The catalyst is C(Cl)Cl. The product is [NH2:15][C:16]1[CH:17]=[N:18][CH:19]=[CH:20][C:21]=1[C@H:22]1[CH2:27][C@@H:26]([NH:28][C:29](=[O:35])[O:30][C:31]([CH3:34])([CH3:33])[CH3:32])[C@@H:25]([N:36]=[N+:37]=[N-:38])[C@@H:24]([CH3:39])[CH2:23]1. The yield is 0.570. (10) The reactants are CC(O[C:6](=O)[N:7]([CH2:9][CH2:10][NH:11][C:12]1[N:17]=[CH:16][C:15]([Br:18])=[CH:14][N:13]=1)C)(C)C.FC(F)(F)C(O)=O. The catalyst is ClCCl. The product is [Br:18][C:15]1[CH:16]=[N:17][C:12]([NH:11][CH2:10][CH2:9][NH:7][CH3:6])=[N:13][CH:14]=1. The yield is 0.610.